Dataset: Peptide-MHC class I binding affinity with 185,985 pairs from IEDB/IMGT. Task: Regression. Given a peptide amino acid sequence and an MHC pseudo amino acid sequence, predict their binding affinity value. This is MHC class I binding data. The peptide sequence is LTKRSIAFL. The MHC is HLA-B08:01 with pseudo-sequence HLA-B08:01. The binding affinity (normalized) is 0.194.